From a dataset of Catalyst prediction with 721,799 reactions and 888 catalyst types from USPTO. Predict which catalyst facilitates the given reaction. Reactant: [Cl-].O[NH3+:3].[C:4](=[O:7])([O-])[OH:5].[Na+].CS(C)=O.[F:13][C:14]1[CH:15]=[C:16]([C:46]2[C:47]([C:52]#[N:53])=[CH:48][CH:49]=[CH:50][CH:51]=2)[CH:17]=[CH:18][C:19]=1[CH2:20][C:21]1[C:22](=[O:45])[N:23]([C@H:33]2[CH2:38][CH2:37][C@H:36]([O:39][CH2:40][C:41]([OH:44])([CH3:43])[CH3:42])[CH2:35][CH2:34]2)[C:24]2[N:25]([N:30]=[CH:31][N:32]=2)[C:26]=1[CH2:27][CH2:28][CH3:29]. Product: [F:13][C:14]1[CH:15]=[C:16]([C:46]2[CH:51]=[CH:50][CH:49]=[CH:48][C:47]=2[C:52]2[NH:3][C:4](=[O:7])[O:5][N:53]=2)[CH:17]=[CH:18][C:19]=1[CH2:20][C:21]1[C:22](=[O:45])[N:23]([C@H:33]2[CH2:38][CH2:37][C@H:36]([O:39][CH2:40][C:41]([OH:44])([CH3:42])[CH3:43])[CH2:35][CH2:34]2)[C:24]2[N:25]([N:30]=[CH:31][N:32]=2)[C:26]=1[CH2:27][CH2:28][CH3:29]. The catalyst class is: 13.